Dataset: NCI-60 drug combinations with 297,098 pairs across 59 cell lines. Task: Regression. Given two drug SMILES strings and cell line genomic features, predict the synergy score measuring deviation from expected non-interaction effect. (1) Drug 1: C1=CN(C=N1)CC(O)(P(=O)(O)O)P(=O)(O)O. Drug 2: C#CCC(CC1=CN=C2C(=N1)C(=NC(=N2)N)N)C3=CC=C(C=C3)C(=O)NC(CCC(=O)O)C(=O)O. Cell line: SK-MEL-28. Synergy scores: CSS=1.73, Synergy_ZIP=0.214, Synergy_Bliss=-0.589, Synergy_Loewe=-0.403, Synergy_HSA=-0.843. (2) Drug 1: C1CN1C2=NC(=NC(=N2)N3CC3)N4CC4. Drug 2: CC1C(C(CC(O1)OC2CC(OC(C2O)C)OC3=CC4=CC5=C(C(=O)C(C(C5)C(C(=O)C(C(C)O)O)OC)OC6CC(C(C(O6)C)O)OC7CC(C(C(O7)C)O)OC8CC(C(C(O8)C)O)(C)O)C(=C4C(=C3C)O)O)O)O. Cell line: NCIH23. Synergy scores: CSS=68.2, Synergy_ZIP=0.0612, Synergy_Bliss=0.439, Synergy_Loewe=-2.33, Synergy_HSA=0.468.